Dataset: Forward reaction prediction with 1.9M reactions from USPTO patents (1976-2016). Task: Predict the product of the given reaction. (1) Given the reactants [Br:1][C:2]1[C:10]([F:11])=[CH:9][C:5]([C:6]([NH2:8])=O)=[C:4]([Cl:12])[CH:3]=1.N1C=CC=CC=1.C(Cl)(=O)C(Cl)=O.O, predict the reaction product. The product is: [Br:1][C:2]1[C:10]([F:11])=[CH:9][C:5]([C:6]#[N:8])=[C:4]([Cl:12])[CH:3]=1. (2) Given the reactants [N+:1]([C:4]1[CH:11]=[CH:10][CH:9]=[CH:8][C:5]=1[CH:6]=O)([O-:3])=[O:2].[CH3:12][O:13][C:14]1[CH:21]=[CH:20][CH:19]=[CH:18][C:15]=1[CH2:16][NH2:17].C(OCC)(OCC)OCC, predict the reaction product. The product is: [CH3:12][O:13][C:14]1[CH:21]=[CH:20][CH:19]=[CH:18][C:15]=1[CH2:16][NH:17][CH2:6][C:5]1[CH:8]=[CH:9][CH:10]=[CH:11][C:4]=1[N+:1]([O-:3])=[O:2]. (3) Given the reactants C(=O)([O-])[O-].[CH3:5][N+:6]12[CH2:13][CH2:12][CH:9]([CH2:10][CH2:11]1)[CH2:8][CH2:7]2.[CH3:5][N+:6]12[CH2:13][CH2:12][CH:9]([CH2:10][CH2:11]1)[CH2:8][CH2:7]2.CO.[C:25]([OH:33])(=[O:32])[C:26]1[CH:31]=[CH:30][CH:29]=[CH:28][CH:27]=1.C(=O)=O.C(O)C, predict the reaction product. The product is: [C:25]([O-:33])(=[O:32])[C:26]1[CH:31]=[CH:30][CH:29]=[CH:28][CH:27]=1.[CH3:5][N+:6]12[CH2:13][CH2:12][CH:9]([CH2:10][CH2:11]1)[CH2:8][CH2:7]2.